Dataset: Forward reaction prediction with 1.9M reactions from USPTO patents (1976-2016). Task: Predict the product of the given reaction. (1) Given the reactants [F:1][C:2]([F:21])([F:20])[C:3]1[CH:19]=[CH:18][CH:17]=[CH:16][C:4]=1[O:5][C:6]1[CH:11]=[CH:10][N:9]=[C:8]([C:12](=[N:14][OH:15])[NH2:13])[CH:7]=1.[C:22](N1C=CN=C1)(N1C=CN=C1)=[O:23].N12CCCN=C1CCCCC2.Cl, predict the reaction product. The product is: [F:21][C:2]([F:1])([F:20])[C:3]1[CH:19]=[CH:18][CH:17]=[CH:16][C:4]=1[O:5][C:6]1[CH:11]=[CH:10][N:9]=[C:8]([C:12]2[NH:14][O:15][C:22](=[O:23])[N:13]=2)[CH:7]=1. (2) Given the reactants [NH2:1][C@H:2]([CH2:5][C:6]1[CH:11]=[CH:10][CH:9]=[CH:8][CH:7]=1)[CH2:3][OH:4].[C:12]([N:16]=[C:17]=[S:18])([CH3:15])([CH3:14])[CH3:13], predict the reaction product. The product is: [C:12]([NH:16][C:17]([NH:1][C@H:2]([CH2:5][C:6]1[CH:11]=[CH:10][CH:9]=[CH:8][CH:7]=1)[CH2:3][OH:4])=[S:18])([CH3:15])([CH3:14])[CH3:13]. (3) Given the reactants [CH2:1]([N:8]([CH2:14]OC)[CH2:9][Si](C)(C)C)[C:2]1[CH:7]=[CH:6][CH:5]=[CH:4][CH:3]=1.[C:17]1(=[O:23])[NH:21][C:20](=[O:22])[CH:19]=[CH:18]1.FC(F)(F)C(O)=O, predict the reaction product. The product is: [CH2:1]([N:8]1[CH2:9][C@@H:19]2[C:20](=[O:22])[NH:21][C:17](=[O:23])[C@@H:18]2[CH2:14]1)[C:2]1[CH:3]=[CH:4][CH:5]=[CH:6][CH:7]=1.